Dataset: Full USPTO retrosynthesis dataset with 1.9M reactions from patents (1976-2016). Task: Predict the reactants needed to synthesize the given product. Given the product [O:18]1[C:22]([C:23]2[CH:24]=[C:25]([NH:26][C:13]3[N:12]=[C:11]([C:7]4[CH:6]=[C:5]([NH:4][C:1](=[O:3])[CH3:2])[CH:10]=[CH:9][CH:8]=4)[CH:16]=[N:15][CH:14]=3)[CH:27]=[CH:28][CH:29]=2)=[CH:21][N:20]=[CH:19]1, predict the reactants needed to synthesize it. The reactants are: [C:1]([NH:4][C:5]1[CH:6]=[C:7]([C:11]2[CH:16]=[N:15][CH:14]=[C:13](Cl)[N:12]=2)[CH:8]=[CH:9][CH:10]=1)(=[O:3])[CH3:2].[O:18]1[C:22]([C:23]2[CH:24]=[C:25]([CH:27]=[CH:28][CH:29]=2)[NH2:26])=[CH:21][N:20]=[CH:19]1.C1C=CC(P(C2C(C3C(P(C4C=CC=CC=4)C4C=CC=CC=4)=CC=C4C=3C=CC=C4)=C3C(C=CC=C3)=CC=2)C2C=CC=CC=2)=CC=1.CC(C)([O-])C.[Na+].